Dataset: Catalyst prediction with 721,799 reactions and 888 catalyst types from USPTO. Task: Predict which catalyst facilitates the given reaction. (1) Reactant: [NH2:1][C:2]1[CH:3]=[N:4][N:5]([CH:7]([C:13]2[CH:18]=[CH:17][CH:16]=[CH:15][CH:14]=2)[C:8]([O:10][CH2:11][CH3:12])=[O:9])[CH:6]=1.[CH3:19][C:20]1([CH3:40])[CH2:28][C:27]2[N:26]([CH2:29][O:30][CH2:31][CH2:32][Si:33]([CH3:36])([CH3:35])[CH3:34])[N:25]=[C:24]([C:37](O)=[O:38])[C:23]=2[CH2:22][CH2:21]1.CN(C(ON1N=NC2C=CC=NC1=2)=[N+](C)C)C.F[P-](F)(F)(F)(F)F.CCN(C(C)C)C(C)C. Product: [CH3:19][C:20]1([CH3:40])[CH2:28][C:27]2[N:26]([CH2:29][O:30][CH2:31][CH2:32][Si:33]([CH3:35])([CH3:34])[CH3:36])[N:25]=[C:24]([C:37]([NH:1][C:2]3[CH:3]=[N:4][N:5]([CH:7]([C:13]4[CH:18]=[CH:17][CH:16]=[CH:15][CH:14]=4)[C:8]([O:10][CH2:11][CH3:12])=[O:9])[CH:6]=3)=[O:38])[C:23]=2[CH2:22][CH2:21]1. The catalyst class is: 508. (2) Reactant: [N:1]([C:4]1[C:5]2[N:6]([CH:20]=[CH:21][N:22]=2)[CH:7]=[C:8]([C:12]2[CH:17]=[CH:16][C:15]([Cl:18])=[CH:14][C:13]=2[Cl:19])[C:9]=1[C:10]#[N:11])=[N+]=[N-].C1(P(C2C=CC=CC=2)C2C=CC=CC=2)C=CC=CC=1.Cl. Product: [NH2:1][C:4]1[C:5]2[N:6]([CH:20]=[CH:21][N:22]=2)[CH:7]=[C:8]([C:12]2[CH:17]=[CH:16][C:15]([Cl:18])=[CH:14][C:13]=2[Cl:19])[C:9]=1[C:10]#[N:11]. The catalyst class is: 24. (3) Reactant: [CH:1]1([N:4]=[C:5]=[S:6])[CH2:3][CH2:2]1.[Cl:7][C:8]1[CH:9]=[C:10]([C:14]2[O:18][N:17]=[C:16]([CH:19]3[CH2:23][CH2:22][CH2:21][NH:20]3)[CH:15]=2)[CH:11]=[CH:12][CH:13]=1. Product: [CH:1]1([NH:4][C:5]([N:20]2[CH2:21][CH2:22][CH2:23][CH:19]2[C:16]2[CH:15]=[C:14]([C:10]3[CH:11]=[CH:12][CH:13]=[C:8]([Cl:7])[CH:9]=3)[O:18][N:17]=2)=[S:6])[CH2:3][CH2:2]1. The catalyst class is: 4. (4) Reactant: [S:1]1[CH:5]=[CH:4][C:3]([CH2:6][O:7][C:8]2[CH:15]=[CH:14][C:11]([CH:12]=O)=[CH:10][CH:9]=2)=[CH:2]1.[N+:16]([CH3:19])([O-:18])=[O:17].C([O-])(=O)C.[NH4+]. Product: [N+:16](/[CH:19]=[CH:12]/[C:11]1[CH:14]=[CH:15][C:8]([O:7][CH2:6][C:3]2[CH:4]=[CH:5][S:1][CH:2]=2)=[CH:9][CH:10]=1)([O-:18])=[O:17]. The catalyst class is: 15. (5) Reactant: [C:1]1([CH:7]([C:9]2[CH:14]=[CH:13][CH:12]=[CH:11][CH:10]=2)[NH2:8])[CH:6]=[CH:5][CH:4]=[CH:3][CH:2]=1.Cl[CH2:16][C:17]1([CH3:20])[CH2:19][O:18]1. Product: [CH:7]([N:8]1[CH2:19][C:17]([CH3:20])([OH:18])[CH2:16]1)([C:1]1[CH:2]=[CH:3][CH:4]=[CH:5][CH:6]=1)[C:9]1[CH:10]=[CH:11][CH:12]=[CH:13][CH:14]=1. The catalyst class is: 5. (6) Reactant: [Br:1][C:2]1[CH:3]=[C:4]([C:8]([NH:12][C:13](=[O:16])[CH2:14][Cl:15])([CH3:11])[CH2:9][OH:10])[CH:5]=[CH:6][CH:7]=1. Product: [Br:1][C:2]1[CH:3]=[C:4]([C@@:8]([NH:12][C:13](=[O:16])[CH2:14][Cl:15])([CH3:11])[CH2:9][OH:10])[CH:5]=[CH:6][CH:7]=1. The catalyst class is: 4. (7) Reactant: [Cl:1][C:2]1[C:3]([O:30][C:31]2[CH:36]=[CH:35][C:34]([C:37]3[CH:42]=[CH:41][C:40]([C:43]([F:46])([F:45])[F:44])=[CH:39][CH:38]=3)=[CH:33][C:32]=2[C:47]2[CH:52]=[CH:51][N:50]=[N:49][CH:48]=2)=[CH:4][C:5]([F:29])=[C:6]([S:8]([N:11](CC2C=CC(OC)=CC=2OC)[C:12]2[N:17]=[CH:16][CH:15]=[CH:14][N:13]=2)(=[O:10])=[O:9])[CH:7]=1.Cl. Product: [Cl:1][C:2]1[C:3]([O:30][C:31]2[CH:36]=[CH:35][C:34]([C:37]3[CH:38]=[CH:39][C:40]([C:43]([F:45])([F:44])[F:46])=[CH:41][CH:42]=3)=[CH:33][C:32]=2[C:47]2[CH:52]=[CH:51][N:50]=[N:49][CH:48]=2)=[CH:4][C:5]([F:29])=[C:6]([S:8]([NH:11][C:12]2[N:13]=[CH:14][CH:15]=[CH:16][N:17]=2)(=[O:10])=[O:9])[CH:7]=1. The catalyst class is: 12. (8) Reactant: [C:1]([O:4][C@@H:5]1[C@H:10]([O:11][C:12](=[O:14])[CH3:13])[C@@H:9]([O:15][C:16](=[O:18])[CH3:17])[C@H:8]([O:19][C:20]2[CH:28]=[C:27]3[C:23]([C@H:24]([CH2:36][Cl:37])[CH2:25][N:26]3C(OC(C)(C)C)=O)=[C:22]3[C:38]([CH3:41])=[CH:39][S:40][C:21]=23)[O:7][C@@H:6]1[CH2:42][O:43][C:44](=[O:46])[CH3:45])(=[O:3])[CH3:2].Cl. The catalyst class is: 12. Product: [C:1]([O:4][C@@H:5]1[C@H:10]([O:11][C:12](=[O:14])[CH3:13])[C@@H:9]([O:15][C:16](=[O:18])[CH3:17])[C@H:8]([O:19][C:20]2[CH:28]=[C:27]3[C:23]([C@H:24]([CH2:36][Cl:37])[CH2:25][NH:26]3)=[C:22]3[C:38]([CH3:41])=[CH:39][S:40][C:21]=23)[O:7][C@@H:6]1[CH2:42][O:43][C:44](=[O:46])[CH3:45])(=[O:3])[CH3:2].